Dataset: Peptide-MHC class I binding affinity with 185,985 pairs from IEDB/IMGT. Task: Regression. Given a peptide amino acid sequence and an MHC pseudo amino acid sequence, predict their binding affinity value. This is MHC class I binding data. (1) The MHC is HLA-A11:01 with pseudo-sequence HLA-A11:01. The binding affinity (normalized) is 1.00. The peptide sequence is ASTISWMMK. (2) The peptide sequence is ETIEDYLGY. The MHC is HLA-A69:01 with pseudo-sequence HLA-A69:01. The binding affinity (normalized) is 0.0847. (3) The peptide sequence is PLMGGAYIAFPTSCHMFI. The MHC is HLA-A30:01 with pseudo-sequence HLA-A30:01. The binding affinity (normalized) is 0.231. (4) The peptide sequence is TLDESFLGR. The MHC is HLA-A33:01 with pseudo-sequence HLA-A33:01. The binding affinity (normalized) is 0.351. (5) The peptide sequence is RWRWFRAAM. The MHC is HLA-B15:42 with pseudo-sequence HLA-B15:42. The binding affinity (normalized) is 0.213. (6) The peptide sequence is GLCNYGGIL. The MHC is HLA-A02:01 with pseudo-sequence HLA-A02:01. The binding affinity (normalized) is 0.443. (7) The peptide sequence is VGPSNSPTF. The MHC is H-2-Dd with pseudo-sequence H-2-Dd. The binding affinity (normalized) is 1.00. (8) The peptide sequence is NIRLTDTEY. The MHC is HLA-A33:01 with pseudo-sequence HLA-A33:01. The binding affinity (normalized) is 0. (9) The peptide sequence is RSNAAIGAVF. The MHC is HLA-A24:02 with pseudo-sequence HLA-A24:02. The binding affinity (normalized) is 0.325. (10) The peptide sequence is ISDTFESDS. The MHC is HLA-A01:01 with pseudo-sequence HLA-A01:01. The binding affinity (normalized) is 0.169.